The task is: Predict the product of the given reaction.. This data is from Forward reaction prediction with 1.9M reactions from USPTO patents (1976-2016). (1) Given the reactants [Cl:1][C:2]1[C:3]([O:24][CH2:25][CH3:26])=[CH:4][C:5]2[CH2:14][CH:13]([CH2:15][CH3:16])[N:12]3[C:7](=[CH:8][C:9](=[O:22])[C:10]([C:17]([O:19]CC)=[O:18])=[CH:11]3)[C:6]=2[CH:23]=1.[OH-].[Na+].Cl, predict the reaction product. The product is: [Cl:1][C:2]1[C:3]([O:24][CH2:25][CH3:26])=[CH:4][C:5]2[CH2:14][CH:13]([CH2:15][CH3:16])[N:12]3[C:7](=[CH:8][C:9](=[O:22])[C:10]([C:17]([OH:19])=[O:18])=[CH:11]3)[C:6]=2[CH:23]=1. (2) Given the reactants [NH2:1][C:2]1[CH:30]=[CH:29][C:5]([O:6][C:7]2[CH:12]=[CH:11][N:10]=[C:9]3[CH:13]=[C:14]([C:16]4[CH2:21][CH2:20][N:19]([C:22]([O:24][C:25]([CH3:28])([CH3:27])[CH3:26])=[O:23])[CH2:18][CH:17]=4)[S:15][C:8]=23)=[C:4]([F:31])[CH:3]=1.[H][H], predict the reaction product. The product is: [NH2:1][C:2]1[CH:30]=[CH:29][C:5]([O:6][C:7]2[CH:12]=[CH:11][N:10]=[C:9]3[CH:13]=[C:14]([CH:16]4[CH2:21][CH2:20][N:19]([C:22]([O:24][C:25]([CH3:27])([CH3:28])[CH3:26])=[O:23])[CH2:18][CH2:17]4)[S:15][C:8]=23)=[C:4]([F:31])[CH:3]=1. (3) Given the reactants [CH3:1][C:2]1[CH:21]=[CH:20][CH:19]=[C:18]([CH3:22])[C:3]=1[CH2:4][O:5][C:6]1[CH:7]=[C:8]([CH2:12][C:13]([O:15][CH2:16][CH3:17])=[O:14])[CH:9]=[CH:10][CH:11]=1.[Li+].[CH3:24][Si]([N-][Si](C)(C)C)(C)C.CI, predict the reaction product. The product is: [CH3:1][C:2]1[CH:21]=[CH:20][CH:19]=[C:18]([CH3:22])[C:3]=1[CH2:4][O:5][C:6]1[CH:7]=[C:8]([CH:12]([CH3:24])[C:13]([O:15][CH2:16][CH3:17])=[O:14])[CH:9]=[CH:10][CH:11]=1. (4) Given the reactants [C:1]([C:3]1[C:4]([C:17]([F:20])([F:19])[F:18])=[C:5]2[C:9](=[CH:10][CH:11]=1)[N:8]([CH2:12][C:13](=[NH:16])[NH:14][OH:15])[CH:7]=[CH:6]2)#[N:2].[CH3:21][C:22]1[C:26]([C:27](O)=O)=[C:25]([C:30]([F:33])([F:32])[F:31])[O:24][N:23]=1, predict the reaction product. The product is: [CH3:21][C:22]1[C:26]([C:27]2[O:15][N:14]=[C:13]([CH2:12][N:8]3[C:9]4[C:5](=[C:4]([C:17]([F:19])([F:20])[F:18])[C:3]([C:1]#[N:2])=[CH:11][CH:10]=4)[CH:6]=[CH:7]3)[N:16]=2)=[C:25]([C:30]([F:32])([F:33])[F:31])[O:24][N:23]=1.